From a dataset of Forward reaction prediction with 1.9M reactions from USPTO patents (1976-2016). Predict the product of the given reaction. (1) The product is: [CH2:13]([Si:15]([CH2:18][CH3:19])([CH2:16][CH3:17])[O:33][C:26]([O:25][Si:22]([CH3:24])([CH3:23])[CH3:21])=[CH:27][O:28][Si:29]([CH3:30])([CH3:32])[CH3:31])[CH3:14]. Given the reactants C(NC(C)C)(C)C.C([Li])CCC.[CH2:13]([Si:15](Cl)([CH2:18][CH3:19])[CH2:16][CH3:17])[CH3:14].[CH3:21][Si:22]([O:25][C:26](=[O:33])[CH2:27][O:28][Si:29]([CH3:32])([CH3:31])[CH3:30])([CH3:24])[CH3:23], predict the reaction product. (2) Given the reactants I[C:2]1[CH:7]=[N:6][CH:5]=[CH:4][N:3]=1.[Li]CCCC.[CH:13](=[O:18])[CH2:14][CH:15]([CH3:17])[CH3:16].[NH4+].[Cl-], predict the reaction product. The product is: [CH3:16][CH:15]([CH3:17])[CH2:14][CH:13]([C:2]1[CH:7]=[N:6][CH:5]=[CH:4][N:3]=1)[OH:18]. (3) Given the reactants [CH2:1]([N:8]([CH2:45][C:46]1[CH:51]=[CH:50][CH:49]=[CH:48][CH:47]=1)[CH:9]1[CH2:13][CH:12]([C:14](=[O:43])[CH2:15][N:16]([C:24]2[N:25]=[C:26]3[CH:32]=[CH:31][N:30]([S:33]([C:36]4[CH:42]=[CH:41][C:39]([CH3:40])=[CH:38][CH:37]=4)(=[O:35])=[O:34])[C:27]3=[N:28][CH:29]=2)C(=O)OC(C)(C)C)[CH:11]([CH3:44])[CH2:10]1)[C:2]1[CH:7]=[CH:6][CH:5]=[CH:4][CH:3]=1, predict the reaction product. The product is: [CH2:45]([N:8]([CH2:1][C:2]1[CH:3]=[CH:4][CH:5]=[CH:6][CH:7]=1)[CH:9]1[CH2:13][CH:12]([C:14](=[O:43])[CH2:15][NH:16][C:24]2[N:25]=[C:26]3[CH:32]=[CH:31][N:30]([S:33]([C:36]4[CH:37]=[CH:38][C:39]([CH3:40])=[CH:41][CH:42]=4)(=[O:35])=[O:34])[C:27]3=[N:28][CH:29]=2)[CH:11]([CH3:44])[CH2:10]1)[C:46]1[CH:51]=[CH:50][CH:49]=[CH:48][CH:47]=1. (4) Given the reactants [F:1][C:2]1[CH:7]=[C:6]([OH:8])[CH:5]=[CH:4][C:3]=1[CH2:9][CH2:10][C:11]([O:13]CC)=[O:12].[C:16]1([C:22]2[N:23]([CH2:31][C:32]3[CH:37]=[CH:36][C:35]([CH2:38]O)=[CH:34][CH:33]=3)[C:24]3[C:29]([CH:30]=2)=[CH:28][CH:27]=[CH:26][CH:25]=3)[CH:21]=[CH:20][CH:19]=[CH:18][CH:17]=1.C(P(CCCC)CCCC)CCC.N(C(N1CCCCC1)=O)=NC(N1CCCCC1)=O.[OH-].[Na+], predict the reaction product. The product is: [F:1][C:2]1[CH:7]=[C:6]([O:8][CH2:38][C:35]2[CH:34]=[CH:33][C:32]([CH2:31][N:23]3[C:24]4[C:29](=[CH:28][CH:27]=[CH:26][CH:25]=4)[CH:30]=[C:22]3[C:16]3[CH:21]=[CH:20][CH:19]=[CH:18][CH:17]=3)=[CH:37][CH:36]=2)[CH:5]=[CH:4][C:3]=1[CH2:9][CH2:10][C:11]([OH:13])=[O:12]. (5) The product is: [CH3:18][O:19][CH2:20][C:21](=[O:34])[CH2:22][C:23]1[N:27]([C:28]2[CH:29]=[CH:30][CH:31]=[CH:32][CH:33]=2)[N:26]=[CH:25][CH:24]=1. Given the reactants CS(C)=O.FC(F)(F)C(OC(=O)C(F)(F)F)=O.[CH3:18][O:19][CH2:20][CH:21]([OH:34])[CH2:22][C:23]1[N:27]([C:28]2[CH:33]=[CH:32][CH:31]=[CH:30][CH:29]=2)[N:26]=[CH:25][CH:24]=1.C(N(CC)CC)C, predict the reaction product.